Dataset: Forward reaction prediction with 1.9M reactions from USPTO patents (1976-2016). Task: Predict the product of the given reaction. (1) Given the reactants [Br:1][C:2]1[CH:7]=[CH:6][C:5]([CH2:8][CH2:9][NH:10][C:11]2[S:12][C:13]3[CH:19]=[C:18]([NH:20][C:21]([NH2:23])=[S:22])[CH:17]=[CH:16][C:14]=3[N:15]=2)=[CH:4][CH:3]=1.[CH2:24](I)[CH3:25], predict the reaction product. The product is: [Br:1][C:2]1[CH:7]=[CH:6][C:5]([CH2:8][CH2:9][NH:10][C:11]2[S:12][C:13]3[CH:19]=[C:18]([NH:20][C:21](=[NH:23])[S:22][CH2:24][CH3:25])[CH:17]=[CH:16][C:14]=3[N:15]=2)=[CH:4][CH:3]=1. (2) Given the reactants CC(OC(OC(OC(C)(C)C)=O)=O)(C)C.[K+].[Br-].Cl.NC[C@H](C1C=CC=C(Br)C=1)O.Cl.NC[C@H](C1C=CC(SC)=C([Cl:43])C=1)O.Cl.NC[C@H](C1C=CC(F)=C(Cl)C=1)O.Cl.NC[C@H](C1C=CC(OC)=C(Cl)C=1)O.Cl.N[CH:73](N)[C@H:74]([C:76]1[CH:77]=[C:78]([Br:85])[C:79]2[O:83][CH2:82]C[C:80]=2[CH:84]=1)[OH:75], predict the reaction product. The product is: [CH3:82][O:83][C:79]1[CH:80]=[CH:84][C:76]([C@H:74]([OH:75])[CH2:73][Cl:43])=[CH:77][C:78]=1[Br:85]. (3) Given the reactants Cl[C:2]1[N:7]=[C:6]([NH2:8])[CH:5]=[CH:4][N:3]=1.Cl.Cl.[N:11]1([CH:16]2[CH2:21][CH2:20][NH:19][CH2:18][CH2:17]2)[CH:15]=[CH:14][CH:13]=[N:12]1, predict the reaction product. The product is: [N:11]1([CH:16]2[CH2:21][CH2:20][N:19]([NH:8][C:6]3[CH:5]=[CH:4][N:3]=[CH:2][N:7]=3)[CH2:18][CH2:17]2)[CH:15]=[CH:14][CH:13]=[N:12]1. (4) Given the reactants [NH2:1][C:2]1[N:6]([CH2:7][C:8]([O:10][CH2:11][CH3:12])=[O:9])[N:5]=[C:4]([C:13]([CH3:16])([CH3:15])[CH3:14])[CH:3]=1.Cl[C:18]([O:20][C:21]1[CH:26]=[CH:25][CH:24]=[CH:23][CH:22]=1)=[O:19].C([O-])([O-])=O.[K+].[K+], predict the reaction product. The product is: [C:13]([C:4]1[CH:3]=[C:2]([NH:1][C:18]([O:20][C:21]2[CH:26]=[CH:25][CH:24]=[CH:23][CH:22]=2)=[O:19])[N:6]([CH2:7][C:8]([O:10][CH2:11][CH3:12])=[O:9])[N:5]=1)([CH3:15])([CH3:14])[CH3:16]. (5) Given the reactants [CH3:1][CH:2]([CH3:6])[CH:3]([OH:5])[CH3:4].[H-].[Na+].[C:9](/[N:13]=[CH:14]/[C:15]1[CH:20]=[C:19]([Cl:21])[CH:18]=[CH:17][C:16]=1F)([CH3:12])([CH3:11])[CH3:10], predict the reaction product. The product is: [C:9](/[N:13]=[CH:14]/[C:15]1[CH:20]=[C:19]([Cl:21])[CH:18]=[CH:17][C:16]=1[O:5][CH:3]([CH3:4])[CH:2]([CH3:6])[CH3:1])([CH3:12])([CH3:11])[CH3:10]. (6) Given the reactants C(O)(=O)C.C(O[C:8]1(O[Si](C)(C)C)[CH2:10][CH2:9]1)C.C(O)=O.[CH3:19][C:20]1[N:24]([CH2:25][C:26]2[CH:31]=[CH:30][N:29]=[C:28]([N:32]3[CH2:37][CH2:36][NH:35][CH2:34][CH2:33]3)[CH:27]=2)[N:23]=[C:22]([C:38]2[O:42][N:41]=[C:40]([C:43]3[CH:48]=[CH:47][C:46]([CH:49]4[CH2:54][CH2:53][O:52][CH2:51][CH2:50]4)=[CH:45][CH:44]=3)[N:39]=2)[CH:21]=1.C([BH3-])#N.[Na+], predict the reaction product. The product is: [CH:8]1([N:35]2[CH2:34][CH2:33][N:32]([C:28]3[CH:27]=[C:26]([CH2:25][N:24]4[C:20]([CH3:19])=[CH:21][C:22]([C:38]5[O:42][N:41]=[C:40]([C:43]6[CH:48]=[CH:47][C:46]([CH:49]7[CH2:54][CH2:53][O:52][CH2:51][CH2:50]7)=[CH:45][CH:44]=6)[N:39]=5)=[N:23]4)[CH:31]=[CH:30][N:29]=3)[CH2:37][CH2:36]2)[CH2:10][CH2:9]1. (7) The product is: [F:1][C:2]1[C:11]2[O:10][CH2:9][CH:8]([CH2:12][N:29]([CH3:28])[CH2:30][CH3:31])[O:7][C:6]=2[CH:5]=[C:4]([S:24]([CH3:27])(=[O:25])=[O:26])[CH:3]=1. Given the reactants [F:1][C:2]1[C:11]2[O:10][CH2:9][CH:8]([CH2:12]OS(C3C=CC(C)=CC=3)(=O)=O)[O:7][C:6]=2[CH:5]=[C:4]([S:24]([CH3:27])(=[O:26])=[O:25])[CH:3]=1.[CH3:28][NH:29][CH2:30][CH3:31], predict the reaction product.